The task is: Predict the product of the given reaction.. This data is from Forward reaction prediction with 1.9M reactions from USPTO patents (1976-2016). (1) Given the reactants [Cl:1][C:2]1[N:7]=[C:6]([O:8][C:9]([CH3:14])([CH3:13])[C:10]([OH:12])=O)[CH:5]=[CH:4][CH:3]=1.[NH2:15][C:16]1[C:21]([NH2:22])=[CH:20][CH:19]=[CH:18][N:17]=1.CCN=C=NCCCN(C)C, predict the reaction product. The product is: [NH2:22][C:21]1[C:16]([NH:15][C:10](=[O:12])[C:9]([O:8][C:6]2[CH:5]=[CH:4][CH:3]=[C:2]([Cl:1])[N:7]=2)([CH3:14])[CH3:13])=[N:17][CH:18]=[CH:19][CH:20]=1. (2) Given the reactants Cl[CH2:2][C:3]1[CH:8]=[CH:7][CH:6]=[C:5]([F:9])[CH:4]=1.[C:10]([O:14][C:15](=[O:26])[NH:16][CH2:17][CH2:18][C:19]1[CH:24]=[CH:23][CH:22]=[C:21]([OH:25])[CH:20]=1)([CH3:13])([CH3:12])[CH3:11].C([O-])([O-])=O.[K+].[K+].[I-].[K+], predict the reaction product. The product is: [C:10]([O:14][C:15](=[O:26])[NH:16][CH2:17][CH2:18][C:19]1[CH:24]=[CH:23][CH:22]=[C:21]([O:25][CH2:2][C:3]2[CH:8]=[CH:7][CH:6]=[C:5]([F:9])[CH:4]=2)[CH:20]=1)([CH3:13])([CH3:11])[CH3:12]. (3) Given the reactants OP([O-])(O)=O.[K+].[C-:7]#[N:8].[K+].C1OCCOCCOCCOCCOCCOC1.[F:28][C:29]1[CH:34]=[CH:33][C:32]([C:35]2[O:36][CH:37]=[C:38]([C:40](=[O:42])[CH3:41])[N:39]=2)=[CH:31][CH:30]=1, predict the reaction product. The product is: [F:28][C:29]1[CH:30]=[CH:31][C:32]([C:35]2[O:36][CH:37]=[C:38]([CH:40]([OH:42])[CH2:41][C:7]#[N:8])[N:39]=2)=[CH:33][CH:34]=1. (4) Given the reactants Cl[C:2]1[CH:7]=[CH:6][C:5]([NH:8]C(=O)C(C)(C)C)=[C:4]([C:15]#[C:16][Si](C)(C)C)[C:3]=1[C:21]([F:24])([F:23])[F:22].[C:25]([Cu])#[N:26].[OH-].[NH4+], predict the reaction product. The product is: [F:24][C:21]([F:22])([F:23])[C:3]1[C:2]([C:25]#[N:26])=[CH:7][CH:6]=[C:5]2[C:4]=1[CH:15]=[CH:16][NH:8]2. (5) Given the reactants [Cl:1][C:2]1[CH:7]=[C:6]([C:8]2[CH2:12][C:11]([C:17]3[CH:22]=[C:21]([Cl:23])[C:20]([Cl:24])=[C:19]([Cl:25])[CH:18]=3)([C:13]([F:16])([F:15])[F:14])[O:10][N:9]=2)[CH:5]=[CH:4][C:3]=1[N:26]1[CH2:29][CH:28]([C:30]([OH:32])=O)[CH2:27]1.CCN=C=NCCCN(C)C.Cl.Cl.CCN(C(C)C)C(C)C.Cl.[F:56][C:57]([F:61])([F:60])[CH2:58][NH2:59], predict the reaction product. The product is: [F:56][C:57]([F:61])([F:60])[CH2:58][NH:59][C:30]([CH:28]1[CH2:29][N:26]([C:3]2[CH:4]=[CH:5][C:6]([C:8]3[CH2:12][C:11]([C:17]4[CH:22]=[C:21]([Cl:23])[C:20]([Cl:24])=[C:19]([Cl:25])[CH:18]=4)([C:13]([F:15])([F:16])[F:14])[O:10][N:9]=3)=[CH:7][C:2]=2[Cl:1])[CH2:27]1)=[O:32]. (6) Given the reactants [C:1]([C@:5]12[C@:16]3([CH3:17])[C@H:11]([C@@H:12]4[CH2:26][CH2:25][C:24]5[C@:19]([CH3:28])([CH:20]=[CH:21][C:22](=[O:27])[CH:23]=5)[C@H:13]4[C@@H:14]([OH:18])[CH2:15]3)[CH2:10][C@H:9]1[O:8][CH:7]([CH2:29][CH2:30][CH3:31])[O:6]2)(=[O:4])[CH2:2][OH:3], predict the reaction product. The product is: [C:1]([C@:5]12[C@:16]3([CH3:17])[C@H:11]([C@@H:12]4[CH2:26][CH2:25][C:24]5[C@:19]([CH3:28])([CH2:20][CH2:21][C:22](=[O:27])[CH:23]=5)[C@H:13]4[C@@H:14]([OH:18])[CH2:15]3)[CH2:10][C@H:9]1[O:8][CH:7]([CH2:29][CH2:30][CH3:31])[O:6]2)(=[O:4])[CH2:2][OH:3]. (7) Given the reactants Br[CH2:2][C:3]1[CH:11]=[CH:10][C:6]([C:7]([OH:9])=[O:8])=[CH:5][C:4]=1[N+:12]([O-:14])=[O:13].[C:15]([SH:34])([C:28]1[CH:33]=[CH:32][CH:31]=[CH:30][CH:29]=1)([C:22]1[CH:27]=[CH:26][CH:25]=[CH:24][CH:23]=1)[C:16]1[CH:21]=[CH:20][CH:19]=[CH:18][CH:17]=1.C(N(C(C)C)CC)(C)C, predict the reaction product. The product is: [N+:12]([C:4]1[CH:5]=[C:6]([CH:10]=[CH:11][C:3]=1[CH2:2][S:34][C:15]([C:16]1[CH:21]=[CH:20][CH:19]=[CH:18][CH:17]=1)([C:28]1[CH:29]=[CH:30][CH:31]=[CH:32][CH:33]=1)[C:22]1[CH:23]=[CH:24][CH:25]=[CH:26][CH:27]=1)[C:7]([OH:9])=[O:8])([O-:14])=[O:13]. (8) Given the reactants [OH-].[Li+].[Cl:3][C:4]1[N:5]=[C:6]([C:11]([NH:13][C@H:14]2[CH2:19][CH2:18][N:17]([C:20]3[S:21][C:22]([C:30]([O:32]CC)=[O:31])=[C:23]([C:25](=[O:29])[NH:26][CH2:27][CH3:28])[N:24]=3)[CH2:16][C@H:15]2[O:35][CH2:36][CH3:37])=[O:12])[NH:7][C:8]=1[CH2:9][CH3:10], predict the reaction product. The product is: [Cl:3][C:4]1[N:5]=[C:6]([C:11]([NH:13][C@H:14]2[CH2:19][CH2:18][N:17]([C:20]3[S:21][C:22]([C:30]([OH:32])=[O:31])=[C:23]([C:25](=[O:29])[NH:26][CH2:27][CH3:28])[N:24]=3)[CH2:16][C@H:15]2[O:35][CH2:36][CH3:37])=[O:12])[NH:7][C:8]=1[CH2:9][CH3:10].